From a dataset of Reaction yield outcomes from USPTO patents with 853,638 reactions. Predict the reaction yield, written as a fraction of the theoretical maximum amount of product (1.0 means a 100% yield; for example, 0.34 means a 34% yield). The reactants are [C:1]([OH:5])(=[O:4])[CH2:2][OH:3].C(=O)([O-])[O-].[K+].[K+].[I-].[K+].Cl[CH2:15][C:16]([O:18][C:19]1([CH3:29])[CH:26]2[CH2:27][CH:22]3[CH2:23][CH:24]([CH2:28][CH:20]1[CH2:21]3)[CH2:25]2)=[O:17]. The catalyst is C(OCC)C.CC(C)=O.CN(C=O)C. The product is [CH3:29][C:19]1([O:18][C:16](=[O:17])[CH2:15][O:5][C:1](=[O:4])[CH2:2][OH:3])[CH:26]2[CH2:27][CH:22]3[CH2:23][CH:24]([CH2:28][CH:20]1[CH2:21]3)[CH2:25]2. The yield is 0.670.